Dataset: Reaction yield outcomes from USPTO patents with 853,638 reactions. Task: Predict the reaction yield, written as a fraction of the theoretical maximum amount of product (1.0 means a 100% yield; for example, 0.34 means a 34% yield). (1) The reactants are [Cl:1][C:2]1[CH:3]=[C:4]2[C:8](=[C:9]([C:11]([O:13][CH3:14])=[O:12])[CH:10]=1)[N:7]([CH2:15][CH:16](OC)[O:17]C)[CH:6]=[C:5]2[CH3:21].Cl. The catalyst is C1COCC1. The product is [Cl:1][C:2]1[CH:3]=[C:4]2[C:8](=[C:9]([C:11]([O:13][CH3:14])=[O:12])[CH:10]=1)[N:7]([CH2:15][CH:16]=[O:17])[CH:6]=[C:5]2[CH3:21]. The yield is 0.890. (2) The reactants are Br[CH2:2][CH2:3][O:4][C:5]1[CH:10]=[CH:9][C:8]([Cl:11])=[CH:7][CH:6]=1.[NH2:12][C:13]1[N:17]=[C:16]([SH:18])[NH:15][N:14]=1.C(=O)([O-])[O-].[K+].[K+].CN(C)C=O. The catalyst is O. The product is [Cl:11][C:8]1[CH:9]=[CH:10][C:5]([O:4][CH2:3][CH2:2][S:18][C:16]2[N:17]=[C:13]([NH2:12])[NH:14][N:15]=2)=[CH:6][CH:7]=1. The yield is 0.960.